From a dataset of NCI-60 drug combinations with 297,098 pairs across 59 cell lines. Regression. Given two drug SMILES strings and cell line genomic features, predict the synergy score measuring deviation from expected non-interaction effect. (1) Drug 1: C1=NC2=C(N=C(N=C2N1C3C(C(C(O3)CO)O)O)F)N. Drug 2: CC1CCCC2(C(O2)CC(NC(=O)CC(C(C(=O)C(C1O)C)(C)C)O)C(=CC3=CSC(=N3)C)C)C. Cell line: K-562. Synergy scores: CSS=55.2, Synergy_ZIP=-0.718, Synergy_Bliss=-1.28, Synergy_Loewe=1.17, Synergy_HSA=-0.239. (2) Drug 1: C1=CC(=CC=C1CCCC(=O)O)N(CCCl)CCCl. Drug 2: CC1C(C(=O)NC(C(=O)N2CCCC2C(=O)N(CC(=O)N(C(C(=O)O1)C(C)C)C)C)C(C)C)NC(=O)C3=C4C(=C(C=C3)C)OC5=C(C(=O)C(=C(C5=N4)C(=O)NC6C(OC(=O)C(N(C(=O)CN(C(=O)C7CCCN7C(=O)C(NC6=O)C(C)C)C)C)C(C)C)C)N)C. Cell line: UACC-257. Synergy scores: CSS=-3.01, Synergy_ZIP=-3.33, Synergy_Bliss=-5.68, Synergy_Loewe=-5.81, Synergy_HSA=-6.01. (3) Drug 1: CC(C)NC(=O)C1=CC=C(C=C1)CNNC.Cl. Drug 2: CC12CCC3C(C1CCC2OP(=O)(O)O)CCC4=C3C=CC(=C4)OC(=O)N(CCCl)CCCl.[Na+]. Cell line: OVCAR-8. Synergy scores: CSS=6.12, Synergy_ZIP=0.679, Synergy_Bliss=1.45, Synergy_Loewe=0.774, Synergy_HSA=1.67.